From a dataset of Forward reaction prediction with 1.9M reactions from USPTO patents (1976-2016). Predict the product of the given reaction. (1) Given the reactants [Br:1][C:2]1[CH:3]=[CH:4][C:5](I)=[N:6][CH:7]=1.[C:9]([C:11]1[CH:25]=[CH:24][C:14]([CH2:15][N:16]2[CH2:19][CH:18]([C:20]([O:22][CH3:23])=[O:21])[CH2:17]2)=[CH:13][C:12]=1[F:26])#[CH:10], predict the reaction product. The product is: [Br:1][C:2]1[CH:3]=[CH:4][C:5]([C:10]#[C:9][C:11]2[CH:25]=[CH:24][C:14]([CH2:15][N:16]3[CH2:19][CH:18]([C:20]([O:22][CH3:23])=[O:21])[CH2:17]3)=[CH:13][C:12]=2[F:26])=[N:6][CH:7]=1. (2) Given the reactants [CH:1]1([C@H:6]([N:11]2[CH:15]=[C:14]([C:16]3[C:17]4[CH:24]=[CH:23][N:22]([CH2:25][O:26][CH2:27][CH2:28][Si:29]([CH3:32])([CH3:31])[CH3:30])[C:18]=4[N:19]=[CH:20][N:21]=3)[CH:13]=[N:12]2)[CH2:7][C:8]([OH:10])=O)[CH2:5][CH2:4][CH2:3][CH2:2]1.C1N=C[N:35](C(N2C=NC=C2)=O)C=1, predict the reaction product. The product is: [CH:1]1([C@H:6]([N:11]2[CH:15]=[C:14]([C:16]3[C:17]4[CH:24]=[CH:23][N:22]([CH2:25][O:26][CH2:27][CH2:28][Si:29]([CH3:30])([CH3:32])[CH3:31])[C:18]=4[N:19]=[CH:20][N:21]=3)[CH:13]=[N:12]2)[CH2:7][C:8]([NH2:35])=[O:10])[CH2:5][CH2:4][CH2:3][CH2:2]1. (3) Given the reactants C([Cl:4])(=O)C.[N:5]1[CH:10]=[CH:9][C:8]([N:11]2[CH2:28][CH2:27][CH2:26][C:13]3([CH2:18][N:17](C(OC(C)(C)C)=O)[CH2:16][CH2:15][CH2:14]3)[CH2:12]2)=[CH:7][CH:6]=1, predict the reaction product. The product is: [ClH:4].[ClH:4].[ClH:4].[N:5]1[CH:6]=[CH:7][C:8]([N:11]2[CH2:28][CH2:27][CH2:26][C:13]3([CH2:14][CH2:15][CH2:16][NH:17][CH2:18]3)[CH2:12]2)=[CH:9][CH:10]=1. (4) Given the reactants Br[CH2:2][CH2:3][CH2:4][N:5]1[C:9]2[C:10]([N:14]([CH2:17][CH3:18])[CH2:15][CH3:16])=[CH:11][CH:12]=[CH:13][C:8]=2[N:7]=[C:6]1[C:19]([C:21]1[CH:26]=[CH:25][C:24]([Cl:27])=[CH:23][C:22]=1[Cl:28])=O.C1(P(C2C=CC=CC=2)C2C=CC=CC=2)C=CC=CC=1.C1(C)C=CC=CC=1.CC(C)([O-])C.[K+], predict the reaction product. The product is: [Cl:28][C:22]1[CH:23]=[C:24]([Cl:27])[CH:25]=[CH:26][C:21]=1[C:19]1[C:6]2=[N:7][C:8]3[CH:13]=[CH:12][CH:11]=[C:10]([N:14]([CH2:17][CH3:18])[CH2:15][CH3:16])[C:9]=3[N:5]2[CH2:4][CH2:3][CH:2]=1. (5) Given the reactants [F:1][C:2]([F:30])([F:29])[O:3][C:4]1[CH:9]=[CH:8][C:7]([CH:10]([C:18]2[CH:23]=[CH:22][C:21]([O:24][C:25]([F:28])([F:27])[F:26])=[CH:20][CH:19]=2)[C:11]2([OH:17])[CH2:16][CH2:15][NH:14][CH2:13][CH2:12]2)=[CH:6][CH:5]=1.[CH3:31][O:32][CH2:33][CH2:34][O:35][C:36]1[CH:43]=[CH:42][C:39]([CH:40]=O)=[CH:38][CH:37]=1.C(O[BH-](OC(=O)C)OC(=O)C)(=O)C.[Na+], predict the reaction product. The product is: [F:27][C:25]([F:28])([F:26])[O:24][C:21]1[CH:22]=[CH:23][C:18]([CH:10]([C:7]2[CH:6]=[CH:5][C:4]([O:3][C:2]([F:29])([F:1])[F:30])=[CH:9][CH:8]=2)[C:11]2([OH:17])[CH2:16][CH2:15][N:14]([CH2:40][C:39]3[CH:38]=[CH:37][C:36]([O:35][CH2:34][CH2:33][O:32][CH3:31])=[CH:43][CH:42]=3)[CH2:13][CH2:12]2)=[CH:19][CH:20]=1. (6) Given the reactants [CH3:1][C:2]1([CH2:14][OH:15])[O:7][C:6]2=[N:8][C:9]([N+:11]([O-:13])=[O:12])=[CH:10][N:5]2[CH2:4][CH2:3]1.[I:16][C:17]1[CH:18]=[C:19]([CH:22]=[CH:23][CH:24]=1)[CH2:20]Br.[H-].[Na+], predict the reaction product. The product is: [I:16][C:17]1[CH:18]=[C:19]([CH:22]=[CH:23][CH:24]=1)[CH2:20][O:15][CH2:14][C:2]1([CH3:1])[O:7][C:6]2=[N:8][C:9]([N+:11]([O-:13])=[O:12])=[CH:10][N:5]2[CH2:4][CH2:3]1. (7) Given the reactants C[N+:2]([CH3:5])=[CH:3]Cl.[Cl-].P(Cl)(Cl)(Cl)=[O:8].[CH3:12][O:13][C:14]([C:16]1[C:17]2[CH:18]=[CH:19]NC=2[CH:22]=[C:23]([NH:25][C:26]([O:28][C:29]([CH3:32])([CH3:31])[CH3:30])=[O:27])[CH:24]=1)=[O:15], predict the reaction product. The product is: [CH3:12][O:13][C:14]([C:16]1[C:17]2[C:18]([CH:19]=[O:8])=[CH:3][NH:2][C:5]=2[CH:22]=[C:23]([NH:25][C:26]([O:28][C:29]([CH3:32])([CH3:31])[CH3:30])=[O:27])[CH:24]=1)=[O:15]. (8) Given the reactants [CH:1]([C@H:3]1[CH2:8][CH2:7][C@H:6]([NH:9][C:10](=[O:16])[O:11][C:12]([CH3:15])([CH3:14])[CH3:13])[CH2:5][CH2:4]1)=[CH2:2].C1C=C(Cl)C=C(C(OO)=[O:25])C=1, predict the reaction product. The product is: [O:25]1[CH2:2][CH:1]1[C@H:3]1[CH2:4][CH2:5][C@H:6]([NH:9][C:10](=[O:16])[O:11][C:12]([CH3:15])([CH3:14])[CH3:13])[CH2:7][CH2:8]1.